This data is from NCI-60 drug combinations with 297,098 pairs across 59 cell lines. The task is: Regression. Given two drug SMILES strings and cell line genomic features, predict the synergy score measuring deviation from expected non-interaction effect. (1) Drug 1: CC(CN1CC(=O)NC(=O)C1)N2CC(=O)NC(=O)C2. Drug 2: CCN(CC)CCCC(C)NC1=C2C=C(C=CC2=NC3=C1C=CC(=C3)Cl)OC. Cell line: BT-549. Synergy scores: CSS=31.1, Synergy_ZIP=3.10, Synergy_Bliss=8.78, Synergy_Loewe=11.2, Synergy_HSA=11.2. (2) Drug 1: C1CC(=O)NC(=O)C1N2CC3=C(C2=O)C=CC=C3N. Drug 2: CC1CCCC2(C(O2)CC(NC(=O)CC(C(C(=O)C(C1O)C)(C)C)O)C(=CC3=CSC(=N3)C)C)C. Cell line: K-562. Synergy scores: CSS=0.180, Synergy_ZIP=-0.336, Synergy_Bliss=-2.39, Synergy_Loewe=-3.87, Synergy_HSA=-1.39. (3) Drug 1: CN1C(=O)N2C=NC(=C2N=N1)C(=O)N. Drug 2: C1C(C(OC1N2C=NC3=C2NC=NCC3O)CO)O. Cell line: NCI/ADR-RES. Synergy scores: CSS=5.80, Synergy_ZIP=-3.01, Synergy_Bliss=-4.92, Synergy_Loewe=-0.809, Synergy_HSA=-4.05. (4) Drug 1: COC1=C(C=C2C(=C1)N=CN=C2NC3=CC(=C(C=C3)F)Cl)OCCCN4CCOCC4. Drug 2: CCC1(CC2CC(C3=C(CCN(C2)C1)C4=CC=CC=C4N3)(C5=C(C=C6C(=C5)C78CCN9C7C(C=CC9)(C(C(C8N6C)(C(=O)OC)O)OC(=O)C)CC)OC)C(=O)OC)O.OS(=O)(=O)O. Synergy scores: CSS=90.8, Synergy_ZIP=8.14, Synergy_Bliss=6.39, Synergy_Loewe=0.339, Synergy_HSA=7.99. Cell line: SR. (5) Drug 1: CCC(=C(C1=CC=CC=C1)C2=CC=C(C=C2)OCCN(C)C)C3=CC=CC=C3.C(C(=O)O)C(CC(=O)O)(C(=O)O)O. Drug 2: C(CC(=O)O)C(=O)CN.Cl. Cell line: SK-OV-3. Synergy scores: CSS=12.1, Synergy_ZIP=-1.92, Synergy_Bliss=1.13, Synergy_Loewe=-2.53, Synergy_HSA=-2.01. (6) Drug 1: CC1C(C(CC(O1)OC2CC(CC3=C2C(=C4C(=C3O)C(=O)C5=C(C4=O)C(=CC=C5)OC)O)(C(=O)CO)O)N)O.Cl. Drug 2: C1=CC(=C2C(=C1NCCNCCO)C(=O)C3=C(C=CC(=C3C2=O)O)O)NCCNCCO. Cell line: KM12. Synergy scores: CSS=58.0, Synergy_ZIP=-5.30, Synergy_Bliss=-5.41, Synergy_Loewe=-0.216, Synergy_HSA=0.814.